Task: Predict the reaction yield, written as a fraction of the theoretical maximum amount of product (1.0 means a 100% yield; for example, 0.34 means a 34% yield).. Dataset: Reaction yield outcomes from USPTO patents with 853,638 reactions (1) The reactants are [Li]C[CH2:3][CH2:4][CH3:5].[CH3:6][N:7]1[C@H:11]([C:12]2[CH:17]=[CH:16][C:15]([Cl:18])=[N:14][CH:13]=2)[CH2:10][CH2:9][CH2:8]1.[C:19]([PH:23]Cl)([CH3:22])([CH3:21])[CH3:20].[CH2:25]1COCC1. No catalyst specified. The product is [CH3:6][N:7]1[CH2:8][CH2:9][CH2:10][C@H:11]1[C:12]1[C:17]([P:23]([C:4]([CH3:3])([CH3:5])[CH3:25])[C:19]([CH3:22])([CH3:21])[CH3:20])=[CH:16][C:15]([Cl:18])=[N:14][CH:13]=1. The yield is 0.540. (2) The reactants are [C:1]([N:8]1[CH2:14][CH2:13][CH2:12][C@H:9]1[CH:10]=O)([O:3][C:4]([CH3:7])([CH3:6])[CH3:5])=[O:2].C1C=CC(P(C2C=CC=CC=2)C2C=CC=CC=2)=CC=1.[C:34](Br)(Br)([Br:36])[Br:35].C([O-])(O)=O.[Na+]. The catalyst is C(Cl)Cl. The product is [C:4]([O:3][C:1]([N:8]1[CH2:14][CH2:13][CH2:12][CH:9]1[CH:10]=[C:34]([Br:36])[Br:35])=[O:2])([CH3:7])([CH3:6])[CH3:5]. The yield is 0.740. (3) The reactants are [Cl:1][C:2]1[CH:7]=[C:6](/[CH:8]=[CH:9]/[CH:10]([C:15]2[CH:20]=[C:19]([Cl:21])[CH:18]=[C:17]([Cl:22])[CH:16]=2)[C:11]([F:14])([F:13])[F:12])[CH:5]=[CH:4][C:3]=1[CH2:23][NH2:24].CCN(CC)CC.[CH2:32]([N:34]=[C:35]=[O:36])[CH3:33]. The catalyst is C(Cl)Cl. The product is [Cl:1][C:2]1[CH:7]=[C:6](/[CH:8]=[CH:9]/[CH:10]([C:15]2[CH:16]=[C:17]([Cl:22])[CH:18]=[C:19]([Cl:21])[CH:20]=2)[C:11]([F:13])([F:14])[F:12])[CH:5]=[CH:4][C:3]=1[CH2:23][NH:24][C:35]([NH:34][CH2:32][CH3:33])=[O:36]. The yield is 0.600. (4) The reactants are [NH2:1][C:2]1[S:6][N:5]=[C:4]([CH3:7])[C:3]=1[C:8]([NH:10][C:11]1[CH:12]=[N:13][C:14]([O:17][CH3:18])=[CH:15][CH:16]=1)=[O:9].Cl[C:20]1[C:21]([C:26]#[N:27])=[N:22][CH:23]=[CH:24][N:25]=1.C(=O)([O-])[O-].[Cs+].[Cs+].CC1(C)C2C(=C(P(C3C=CC=CC=3)C3C=CC=CC=3)C=CC=2)OC2C(P(C3C=CC=CC=3)C3C=CC=CC=3)=CC=CC1=2. The catalyst is O1CCOCC1.CN(C=O)C.C([O-])(=O)C.[Pd+2].C([O-])(=O)C. The product is [C:26]([C:21]1[C:20]([NH:1][C:2]2[S:6][N:5]=[C:4]([CH3:7])[C:3]=2[C:8]([NH:10][C:11]2[CH:12]=[N:13][C:14]([O:17][CH3:18])=[CH:15][CH:16]=2)=[O:9])=[N:25][CH:24]=[CH:23][N:22]=1)#[N:27]. The yield is 0.210. (5) The reactants are [C:1]([C:4]1[C:22](=[O:23])[C@@:8]2([CH3:24])[C:9]3[C:15]([OH:16])=[CH:14][C:13]([O:17][CH3:18])=[C:12]([C:19]([NH2:21])=[O:20])[C:10]=3[O:11][C:7]2=[CH:6][C:5]=1[OH:25])(=[O:3])[CH3:2].[C:26]1([S:32][C:33]2[C:42]3[C:37](=[CH:38][CH:39]=[CH:40][CH:41]=3)[C:36]([CH:43]=O)=[CH:35][CH:34]=2)[CH:31]=[CH:30][CH:29]=[CH:28][CH:27]=1.C([SiH](CC)CC)C.FC(F)(F)C(O)=O. The catalyst is C(#N)C. The product is [C:1]([C:4]1[C:22](=[O:23])[C@@:8]2([CH3:24])[C:9]3[C:15]([OH:16])=[CH:14][C:13]([O:17][CH3:18])=[C:12]([C:19]([NH:21][CH2:43][C:36]4[C:37]5[C:42](=[CH:41][CH:40]=[CH:39][CH:38]=5)[C:33]([S:32][C:26]5[CH:31]=[CH:30][CH:29]=[CH:28][CH:27]=5)=[CH:34][CH:35]=4)=[O:20])[C:10]=3[O:11][C:7]2=[CH:6][C:5]=1[OH:25])(=[O:3])[CH3:2]. The yield is 0.730. (6) The reactants are C([O:9][C@H:10]1[C@@H:14]([O:15]C(=O)C2C=CC=CC=2)[C@H:13]([CH2:24][O:25]C(=O)C2C=CC=CC=2)[O:12][C@@H:11]1[N:34]1[N:38]=[C:37]([C:39]([O:41]C)=O)[C:36]([C:43]([O:45]C)=O)=[N:35]1)(=O)C1C=CC=CC=1.[NH3:47].CO.[NH3:50]. No catalyst specified. The product is [C@H:11]1([N:34]2[N:35]=[C:36]([C:43]([NH2:47])=[O:45])[C:37]([C:39]([NH2:50])=[O:41])=[N:38]2)[O:12][C@@H:13]([CH2:24][OH:25])[C@H:14]([OH:15])[C@@H:10]1[OH:9]. The yield is 0.890.